Dataset: Peptide-MHC class II binding affinity with 134,281 pairs from IEDB. Task: Regression. Given a peptide amino acid sequence and an MHC pseudo amino acid sequence, predict their binding affinity value. This is MHC class II binding data. (1) The peptide sequence is TASHTRLSCDCDDKFYDC. The MHC is DRB4_0101 with pseudo-sequence DRB4_0103. The binding affinity (normalized) is 0.0412. (2) The peptide sequence is VRKTIPDVIELAYQK. The MHC is DRB1_0301 with pseudo-sequence DRB1_0301. The binding affinity (normalized) is 0.655. (3) The peptide sequence is FVAGAKYMVIQGEPG. The MHC is HLA-DPA10301-DPB10402 with pseudo-sequence HLA-DPA10301-DPB10402. The binding affinity (normalized) is 0.305.